From a dataset of Catalyst prediction with 721,799 reactions and 888 catalyst types from USPTO. Predict which catalyst facilitates the given reaction. Product: [CH3:1][S:2]([O:22][CH2:21][CH2:20][CH2:19][N:17]1[C:16]2[CH:15]=[CH:14][CH:13]=[CH:12][C:11]=2[C:10]2[C:18]1=[CH:6][CH:7]=[CH:8][CH:9]=2)(=[O:4])=[O:3]. The catalyst class is: 4. Reactant: [CH3:1][S:2](Cl)(=[O:4])=[O:3].[CH:6]1[C:18]2[N:17]([CH2:19][CH2:20][CH2:21][OH:22])[C:16]3[C:11](=[CH:12][CH:13]=[CH:14][CH:15]=3)[C:10]=2[CH:9]=[CH:8][CH:7]=1.C(N(CC)CC)C.